Dataset: Reaction yield outcomes from USPTO patents with 853,638 reactions. Task: Predict the reaction yield, written as a fraction of the theoretical maximum amount of product (1.0 means a 100% yield; for example, 0.34 means a 34% yield). (1) The reactants are Br[C:2]1[CH:7]=[C:6]([CH2:8][N:9]([C:17]([O:19][C:20]([CH3:23])([CH3:22])[CH3:21])=[O:18])[C:10](=[O:16])[O:11][C:12]([CH3:15])([CH3:14])[CH3:13])[C:5]([F:24])=[CH:4][N:3]=1.CC1(C)OB([C:31]2[CH:32]=[N:33][C:34]([C:37]([F:40])([F:39])[F:38])=[N:35][CH:36]=2)OC1(C)C.C([O-])([O-])=O.[K+].[K+].O. The catalyst is O1CCOCC1.C(OCC)(=O)C.C1C=CC(P(C2C=CC=CC=2)[C-]2C=CC=C2)=CC=1.C1C=CC(P(C2C=CC=CC=2)[C-]2C=CC=C2)=CC=1.Cl[Pd]Cl.[Fe+2]. The product is [C:12]([O:11][C:10]([N:9]([CH2:8][C:6]1[C:5]([F:24])=[CH:4][N:3]=[C:2]([C:31]2[CH:32]=[N:33][C:34]([C:37]([F:40])([F:39])[F:38])=[N:35][CH:36]=2)[CH:7]=1)[C:17](=[O:18])[O:19][C:20]([CH3:23])([CH3:22])[CH3:21])=[O:16])([CH3:15])([CH3:14])[CH3:13]. The yield is 0.490. (2) The reactants are Br[C:2]1[C:7]2[S:8][C:9]([C:11]3[C:18]([F:19])=[CH:17][CH:16]=[CH:15][C:12]=3[C:13]#[N:14])=[N:10][C:6]=2[C:5]([F:20])=[CH:4][N:3]=1.C[Si](Br)(C)C.FC1C(C2S[C:37]3[C:38]([Cl:45])=[N:39][CH:40]=[C:41](F)[C:42]=3[N:43]=2)=C(C=CC=1)C#N.C(=O)(O)[O-].[Na+].C(#[N:54])CC. No catalyst specified. The product is [ClH:45].[F:19][C:18]1[C:11]([C:9]2[S:8][C:7]3[C:2]([NH:54][C:38]4[CH:37]=[C:42]([CH3:41])[N:43]=[CH:40][N:39]=4)=[N:3][CH:4]=[C:5]([F:20])[C:6]=3[N:10]=2)=[C:12]([CH:15]=[CH:16][CH:17]=1)[C:13]#[N:14]. The yield is 0.950. (3) The reactants are [CH2:1]([N:5]1[C:9](=[O:10])[C:8](O)=[C:7]([C:12]2[CH:17]=[CH:16][CH:15]=[CH:14][CH:13]=2)[S:6]1(=[O:19])=[O:18])[CH2:2][CH2:3][CH3:4].C(Cl)(=O)C([Cl:23])=O.CN(C=O)C. The catalyst is C(Cl)Cl. The product is [CH2:1]([N:5]1[C:9](=[O:10])[C:8]([Cl:23])=[C:7]([C:12]2[CH:17]=[CH:16][CH:15]=[CH:14][CH:13]=2)[S:6]1(=[O:19])=[O:18])[CH2:2][CH2:3][CH3:4]. The yield is 0.880. (4) The catalyst is CN(C)C=O. The product is [Cl:26][C:20]1[CH:21]=[C:22]([I:25])[CH:23]=[CH:24][C:19]=1[NH:18][C:11]1[C:12]([F:17])=[C:13]([F:16])[CH:14]=[CH:15][C:10]=1[C:9]([NH:32][O:33][CH2:34][CH2:35][OH:36])=[O:27]. The reactants are FC1C(O[C:9](=[O:27])[C:10]2[CH:15]=[CH:14][C:13]([F:16])=[C:12]([F:17])[C:11]=2[NH:18][C:19]2[CH:24]=[CH:23][C:22]([I:25])=[CH:21][C:20]=2[Cl:26])=C(F)C(F)=C(F)C=1F.[NH2:32][O:33][CH2:34][CH2:35][OH:36].C(N(CC)C(C)C)(C)C. The yield is 0.900. (5) The reactants are Br[C:2]1[CH:3]=[CH:4][C:5]([F:13])=[C:6]([CH:8]2[O:12][CH2:11][CH2:10][O:9]2)[CH:7]=1.[Li]CCCC.C1C[O:22][CH2:21]C1. No catalyst specified. The product is [O:9]1[CH2:10][CH2:11][O:12][CH:8]1[C:6]1[CH:7]=[C:2]([CH:3]=[CH:4][C:5]=1[F:13])[CH:21]=[O:22]. The yield is 0.870.